Dataset: Catalyst prediction with 721,799 reactions and 888 catalyst types from USPTO. Task: Predict which catalyst facilitates the given reaction. (1) Reactant: [NH2:1][C:2]1[CH:3]=[C:4]([CH:20]=[CH:21][C:22]=1[O:23][CH3:24])[C:5]([NH:7][C:8]1[CH:13]=[CH:12][C:11]([C:14]2[CH:19]=[CH:18][CH:17]=[CH:16][CH:15]=2)=[CH:10][CH:9]=1)=[O:6].[ClH:25].[CH3:26][N:27]1[CH2:32][CH2:31][N:30]([C:33]2([C:36](O)=[O:37])[CH2:35][CH2:34]2)[CH2:29][CH2:28]1.F[P-](F)(F)(F)(F)F.N1(O[P+](N2CCCC2)(N2CCCC2)N2CCCC2)C2C=CC=CC=2N=N1.C(N(C(C)C)CC)(C)C. Product: [ClH:25].[C:11]1([C:14]2[CH:19]=[CH:18][CH:17]=[CH:16][CH:15]=2)[CH:10]=[CH:9][C:8]([NH:7][C:5](=[O:6])[C:4]2[CH:20]=[CH:21][C:22]([O:23][CH3:24])=[C:2]([NH:1][C:36]([C:33]3([N:30]4[CH2:29][CH2:28][N:27]([CH3:26])[CH2:32][CH2:31]4)[CH2:35][CH2:34]3)=[O:37])[CH:3]=2)=[CH:13][CH:12]=1. The catalyst class is: 3. (2) Reactant: CC1(C)C(C)(C)OB([C:9]2[CH:10]=[C:11]3[C:16](=[C:17]([O:19][CH2:20][O:21][CH2:22][CH2:23][Si:24]([CH3:27])([CH3:26])[CH3:25])[CH:18]=2)[N:15]=[CH:14][N:13]([CH2:28][O:29][CH2:30][CH2:31][Si:32]([CH3:35])([CH3:34])[CH3:33])[C:12]3=[O:36])O1.Br[C:39]1[CH:44]=[CH:43][C:42]([S:45]([F:50])([F:49])([F:48])([F:47])[F:46])=[CH:41][CH:40]=1.C(=O)([O-])[O-].[K+].[K+]. Product: [F:46][S:45]([F:50])([F:49])([F:48])([F:47])[C:42]1[CH:43]=[CH:44][C:39]([C:9]2[CH:10]=[C:11]3[C:16](=[C:17]([O:19][CH2:20][O:21][CH2:22][CH2:23][Si:24]([CH3:27])([CH3:25])[CH3:26])[CH:18]=2)[N:15]=[CH:14][N:13]([CH2:28][O:29][CH2:30][CH2:31][Si:32]([CH3:35])([CH3:34])[CH3:33])[C:12]3=[O:36])=[CH:40][CH:41]=1. The catalyst class is: 688. (3) Reactant: CN(C)CN(C)C.[C:8](OC(=O)C)(=O)C.[CH2:15]([O:22][C:23]([C:32]1[CH:37]=[CH:36][C:35]([CH2:38][S:39]([C:42]2[CH:47]=[CH:46][C:45]([F:48])=[CH:44][CH:43]=2)(=[O:41])=[O:40])=[CH:34][CH:33]=1)([C:28]([F:31])([F:30])[F:29])[C:24]([F:27])([F:26])[F:25])[C:16]1[CH:21]=[CH:20][CH:19]=[CH:18][CH:17]=1. Product: [CH2:15]([O:22][C:23]([C:32]1[CH:37]=[CH:36][C:35]([C:38]([S:39]([C:42]2[CH:43]=[CH:44][C:45]([F:48])=[CH:46][CH:47]=2)(=[O:40])=[O:41])=[CH2:8])=[CH:34][CH:33]=1)([C:24]([F:27])([F:25])[F:26])[C:28]([F:31])([F:29])[F:30])[C:16]1[CH:17]=[CH:18][CH:19]=[CH:20][CH:21]=1. The catalyst class is: 42. (4) Reactant: C([N:8]1[CH2:14][CH:13]2[N:15]([C:16](=[O:29])[CH2:17][C:18]3[CH:23]=[CH:22][C:21]([N:24]4[CH:28]=[N:27][N:26]=[N:25]4)=[CH:20][CH:19]=3)[CH:10]([CH2:11][CH2:12]2)[CH2:9]1)C1C=CC=CC=1.Cl. Product: [CH:13]12[N:15]([C:16](=[O:29])[CH2:17][C:18]3[CH:19]=[CH:20][C:21]([N:24]4[CH:28]=[N:27][N:26]=[N:25]4)=[CH:22][CH:23]=3)[CH:10]([CH2:11][CH2:12]1)[CH2:9][NH:8][CH2:14]2. The catalyst class is: 29. (5) Product: [NH2:14][C@H:12]([C:6]1[N:5]([C:22]2[CH:23]=[CH:24][CH:25]=[CH:26][CH:27]=2)[C:4](=[O:28])[C:3]2[C:8](=[CH:9][CH:10]=[CH:11][C:2]=2[Cl:1])[N:7]=1)[CH3:13]. Reactant: [Cl:1][C:2]1[CH:11]=[CH:10][CH:9]=[C:8]2[C:3]=1[C:4](=[O:28])[N:5]([C:22]1[CH:27]=[CH:26][CH:25]=[CH:24][CH:23]=1)[C:6]([C@@H:12]([NH:14]C(=O)OC(C)(C)C)[CH3:13])=[N:7]2.Cl. The catalyst class is: 25. (6) Reactant: [OH:1][C:2]1([CH2:15][N:16]2[C:21](=[O:22])[C:20]3[CH:23]=[C:24]([CH2:26][CH2:27][CH3:28])[S:25][C:19]=3[N:18]=[CH:17]2)[CH2:7][CH2:6][N:5](C(OC(C)(C)C)=O)[CH2:4][CH2:3]1.[F:29][C:30]([F:35])([F:34])[C:31]([OH:33])=[O:32]. Product: [F:29][C:30]([F:35])([F:34])[C:31]([OH:33])=[O:32].[OH:1][C:2]1([CH2:15][N:16]2[C:21](=[O:22])[C:20]3[CH:23]=[C:24]([CH2:26][CH2:27][CH3:28])[S:25][C:19]=3[N:18]=[CH:17]2)[CH2:7][CH2:6][NH:5][CH2:4][CH2:3]1. The catalyst class is: 26. (7) Reactant: [Cl:1][C:2]1[CH:3]=[C:4]([C:12]2[N:16]=[C:15]([C:17]3[CH:18]=[C:19]4[C:23](=[CH:24][CH:25]=3)[NH:22][CH:21]=[CH:20]4)[O:14][N:13]=2)[CH:5]=[CH:6][C:7]=1[O:8][CH:9]([CH3:11])[CH3:10].[H-].[Na+].Br[CH:29]1[CH2:33][CH2:32][CH:31]([C:34]([O:36][CH3:37])=[O:35])[CH2:30]1.[I-].[Na+]. Product: [Cl:1][C:2]1[CH:3]=[C:4]([C:12]2[N:16]=[C:15]([C:17]3[CH:18]=[C:19]4[C:23](=[CH:24][CH:25]=3)[N:22]([CH:29]3[CH2:33][CH2:32][CH:31]([C:34]([O:36][CH3:37])=[O:35])[CH2:30]3)[CH:21]=[CH:20]4)[O:14][N:13]=2)[CH:5]=[CH:6][C:7]=1[O:8][CH:9]([CH3:11])[CH3:10]. The catalyst class is: 3. (8) Reactant: C([O:5][C:6]([CH:8]1[CH2:12][CH2:11][CH2:10][N:9]1[C:13](=[O:40])[CH2:14][O:15][C:16]1[CH:21]=[CH:20][CH:19]=[C:18]([O:22][CH3:23])[C:17]=1[O:24][CH2:25][C:26]([N:28]1[CH2:32][CH2:31][CH2:30][C@@H:29]1[C:33]([O:35]C(C)(C)C)=[O:34])=[O:27])=[O:7])(C)(C)C. Product: [C:33]([C@H:29]1[CH2:30][CH2:31][CH2:32][N:28]1[C:26](=[O:27])[CH2:25][O:24][C:17]1[C:18]([O:22][CH3:23])=[CH:19][CH:20]=[CH:21][C:16]=1[O:15][CH2:14][C:13]([N:9]1[CH2:10][CH2:11][CH2:12][C@@H:8]1[C:6]([OH:7])=[O:5])=[O:40])([OH:35])=[O:34]. The catalyst class is: 55. (9) Reactant: [CH3:1][N:2]1[C:11]2[C:10]3[CH:12]=[C:13]([O:16][CH:17]4[CH2:22][CH2:21][N:20](C(OC(C)(C)C)=O)[CH2:19][CH2:18]4)[CH:14]=[CH:15][C:9]=3[NH:8][C:7](=[O:30])[C:6]=2[CH2:5][CH2:4][CH2:3]1.O1CCOCC1.Cl. Product: [CH3:1][N:2]1[C:11]2[C:10]3[CH:12]=[C:13]([O:16][CH:17]4[CH2:18][CH2:19][NH:20][CH2:21][CH2:22]4)[CH:14]=[CH:15][C:9]=3[NH:8][C:7](=[O:30])[C:6]=2[CH2:5][CH2:4][CH2:3]1. The catalyst class is: 12. (10) Reactant: [NH2:1][C:2]1[CH:7]=[CH:6][C:5]([C:8]2[N:9]=[C:10]([N:20]3[CH2:25][CH2:24][O:23][CH2:22][C@@H:21]3[CH3:26])[C:11]3[CH2:17][CH2:16][N:15]([CH:18]=[O:19])[CH2:14][C:12]=3[N:13]=2)=[CH:4][CH:3]=1.[O:27]1CCOC[CH2:28]1.C(N(CC)CC)C.C(Cl)(Cl)=O.[CH2:44]([CH2:46][NH2:47])[OH:45]. Product: [CH:18]([N:15]1[CH2:16][CH2:17][C:11]2[C:10]([N:20]3[CH2:25][CH2:24][O:23][CH2:22][C@@H:21]3[CH3:26])=[N:9][C:8]([C:5]3[CH:4]=[CH:3][C:2]([NH:1][C:28]([NH:47][CH2:46][CH2:44][OH:45])=[O:27])=[CH:7][CH:6]=3)=[N:13][C:12]=2[CH2:14]1)=[O:19]. The catalyst class is: 11.